This data is from Reaction yield outcomes from USPTO patents with 853,638 reactions. The task is: Predict the reaction yield, written as a fraction of the theoretical maximum amount of product (1.0 means a 100% yield; for example, 0.34 means a 34% yield). (1) The reactants are Br[C:2]1[C:6]([CH3:7])=[C:5](I)[S:4][C:3]=1[CH:9]1[O:13]CCO1.C[O:15][C:16]1[CH:17]=[C:18](B(O)O)[CH:19]=[CH:20][CH:21]=1.C[O:26][C:27]1[CH:32]=[CH:31][C:30](B(O)O)=[CH:29][CH:28]=1. No catalyst specified. The product is [OH:15][C:16]1[CH:17]=[C:18]([C:2]2[C:6]([CH3:7])=[C:5]([C:30]3[CH:31]=[CH:32][C:27]([OH:26])=[CH:28][CH:29]=3)[S:4][C:3]=2[CH:9]=[O:13])[CH:19]=[CH:20][CH:21]=1. The yield is 0.850. (2) The reactants are [CH:1]([C@H:14]1[O:19][CH2:18][C@@H:17]([NH2:20])[CH2:16][CH2:15]1)([C:8]1[CH:13]=[CH:12][CH:11]=[CH:10][CH:9]=1)[C:2]1[CH:7]=[CH:6][CH:5]=[CH:4][CH:3]=1.[C:21]([C:23]1[CH:30]=[CH:29][C:26]([CH:27]=O)=[CH:25][CH:24]=1)#[N:22].C(O)(=O)C.[BH3-]C#N.[Na+]. The catalyst is ClCCCl.CO. The product is [CH:1]([C@H:14]1[O:19][CH2:18][C@@H:17]([NH:20][CH2:27][C:26]2[CH:29]=[CH:30][C:23]([C:21]#[N:22])=[CH:24][CH:25]=2)[CH2:16][CH2:15]1)([C:8]1[CH:13]=[CH:12][CH:11]=[CH:10][CH:9]=1)[C:2]1[CH:3]=[CH:4][CH:5]=[CH:6][CH:7]=1. The yield is 0.800. (3) The reactants are [N:1]1([CH:10]([NH:14][C:15]([O:17][CH2:18][C:19]2[CH:24]=[CH:23][CH:22]=[CH:21][CH:20]=2)=[O:16])[C:11](O)=[O:12])C2C=CC=CC=2N=N1.C(Cl)(=O)C(Cl)=O.[NH2:31][C:32]1[CH:37]=[C:36]([Br:38])[CH:35]=[CH:34][C:33]=1[C:39](=O)[CH3:40].CN1CCOCC1.C([O-])(=O)C.[NH4+].[OH-].[Na+]. The catalyst is C(Cl)Cl.O1CCCC1.O.CN(C)C=O. The product is [Br:38][C:36]1[CH:35]=[CH:34][C:33]2[C:39]([CH3:40])=[N:1][CH:10]([NH:14][C:15](=[O:16])[O:17][CH2:18][C:19]3[CH:24]=[CH:23][CH:22]=[CH:21][CH:20]=3)[C:11](=[O:12])[NH:31][C:32]=2[CH:37]=1. The yield is 0.530. (4) The reactants are [NH2:1][C:2]1[S:6][C:5]([CH:7]=[O:8])=[CH:4][C:3]=1[C:9]1[NH:13][N:12]=[CH:11][CH:10]=1.[C:14](=O)(OC(Cl)(Cl)Cl)[O:15]C(Cl)(Cl)Cl. The catalyst is C1(C)C=CC=CC=1.C1COCC1. The product is [O:15]=[C:14]1[N:13]2[N:12]=[CH:11][CH:10]=[C:9]2[C:3]2[CH:4]=[C:5]([CH:7]=[O:8])[S:6][C:2]=2[NH:1]1. The yield is 0.810. (5) The reactants are [NH2:1][C:2]1[N:10]=[C:9]([I:11])[N:8]=[C:7]2[C:3]=1[N:4]=[CH:5][N:6]2[CH2:12][C:13]1[CH:18]=[CH:17][C:16]([CH2:19][OH:20])=[CH:15][CH:14]=1.[C:21](OC(=O)C)(=[O:23])[CH3:22].C(N(CC)CC)C. The catalyst is CN(C=O)C. The product is [C:21]([O:20][CH2:19][C:16]1[CH:17]=[CH:18][C:13]([CH2:12][N:6]2[CH:5]=[N:4][C:3]3[C:7]2=[N:8][C:9]([I:11])=[N:10][C:2]=3[NH2:1])=[CH:14][CH:15]=1)(=[O:23])[CH3:22]. The yield is 1.00. (6) The reactants are C[O:2][C:3]([CH:5]1[CH2:8][C:7]([O:11][CH3:12])([O:9][CH3:10])[CH2:6]1)=O.[H-].[Al+3].[Li+].[H-].[H-].[H-].C(OCC)(=O)C.O.O.O.O.O.O.O.O.O.O.S([O-])([O-])(=O)=O.[Na+].[Na+]. The catalyst is O1CCCC1. The product is [CH3:10][O:9][C:7]1([O:11][CH3:12])[CH2:8][CH:5]([CH2:3][OH:2])[CH2:6]1. The yield is 0.840. (7) The reactants are [CH3:1][N:2]1[C:7](=[O:8])[C:6]2[C:9]([C:30]3[CH:35]=[CH:34][CH:33]=[CH:32][CH:31]=3)=[C:10]([C:12]3[CH:17]=[CH:16][C:15]([C:18]4([NH:22][C:23](=[O:29])[O:24][C:25]([CH3:28])([CH3:27])[CH3:26])[CH2:21][CH2:20][CH2:19]4)=[CH:14][CH:13]=3)[O:11][C:5]=2[N:4]=[C:3]1SC.O[O:39][S:40]([O-:42])=O.[K+].[CH2:44]1COCC1. The catalyst is CO.O.C(Cl)Cl. The product is [CH3:1][N:2]1[C:7](=[O:8])[C:6]2[C:9]([C:30]3[CH:35]=[CH:34][CH:33]=[CH:32][CH:31]=3)=[C:10]([C:12]3[CH:13]=[CH:14][C:15]([C:18]4([NH:22][C:23](=[O:29])[O:24][C:25]([CH3:28])([CH3:26])[CH3:27])[CH2:21][CH2:20][CH2:19]4)=[CH:16][CH:17]=3)[O:11][C:5]=2[N:4]=[C:3]1[S:40]([CH3:44])(=[O:42])=[O:39]. The yield is 0.310. (8) The reactants are [Cl:1][C:2]1[CH:10]=[C:6]([C:7]([OH:9])=O)[C:5]([OH:11])=[CH:4][CH:3]=1.[F:12][C:13]([F:27])([F:26])[C:14]1[CH:15]=[C:16]([CH:19]=[C:20]([C:22]([F:25])([F:24])[F:23])[CH:21]=1)[NH:17][CH3:18].P(Cl)(Cl)Cl.ClC1C=CC=CC=1. The catalyst is CCCCCC. The product is [F:12][C:13]([F:26])([F:27])[C:14]1[CH:15]=[C:16]([N:17]([CH3:18])[C:7](=[O:9])[C:6]2[CH:10]=[C:2]([Cl:1])[CH:3]=[CH:4][C:5]=2[OH:11])[CH:19]=[C:20]([C:22]([F:23])([F:25])[F:24])[CH:21]=1. The yield is 0.189. (9) The reactants are [F:1][C:2]1[CH:3]=[C:4](B(O)O)[CH:5]=[CH:6][CH:7]=1.[CH3:11][O:12][C:13]([C:15]1[S:16][C:17](Br)=[CH:18][C:19]=1[N:20]([CH:30]([CH3:32])[CH3:31])[C:21]([CH:23]1[CH2:28][CH2:27][CH:26]([CH3:29])[CH2:25][CH2:24]1)=[O:22])=[O:14].C1(C)C=CC=CC=1.CO.C([O-])([O-])=O.[Na+].[Na+]. The catalyst is C1(C)C=CC=CC=1.C1C=CC([P]([Pd]([P](C2C=CC=CC=2)(C2C=CC=CC=2)C2C=CC=CC=2)([P](C2C=CC=CC=2)(C2C=CC=CC=2)C2C=CC=CC=2)[P](C2C=CC=CC=2)(C2C=CC=CC=2)C2C=CC=CC=2)(C2C=CC=CC=2)C2C=CC=CC=2)=CC=1. The product is [CH3:11][O:12][C:13]([C:15]1[S:16][C:17]([C:4]2[CH:5]=[CH:6][CH:7]=[C:2]([F:1])[CH:3]=2)=[CH:18][C:19]=1[N:20]([CH:30]([CH3:32])[CH3:31])[C:21]([CH:23]1[CH2:24][CH2:25][CH:26]([CH3:29])[CH2:27][CH2:28]1)=[O:22])=[O:14]. The yield is 0.990. (10) The reactants are [Cl-].[CH3:2][P+](C1C=CC=CC=1)(C1C=CC=CC=1)C1C=CC=CC=1.[Li]CCCC.[O:27]=[C:28]1[N:36]([CH2:37][CH2:38][CH3:39])[C:35]2[NH:34][C:33]([C:40]34[CH2:47][CH2:46][C:43]([CH:48]=O)([CH2:44][CH2:45]3)[CH2:42][CH2:41]4)=[N:32][C:31]=2[C:30](=[O:50])[N:29]1[CH2:51][CH2:52][CH3:53]. The catalyst is C1COCC1. The product is [CH2:51]([N:29]1[C:30](=[O:50])[C:31]2[N:32]=[C:33]([C:40]34[CH2:47][CH2:46][C:43]([CH:48]=[CH2:2])([CH2:44][CH2:45]3)[CH2:42][CH2:41]4)[NH:34][C:35]=2[N:36]([CH2:37][CH2:38][CH3:39])[C:28]1=[O:27])[CH2:52][CH3:53]. The yield is 0.380.